From a dataset of Full USPTO retrosynthesis dataset with 1.9M reactions from patents (1976-2016). Predict the reactants needed to synthesize the given product. (1) Given the product [CH3:1][O:2][C:3]1[CH:4]=[C:5]([CH:13]=[CH:14][C:15]=1[N+:16]([O-:18])=[O:17])[CH2:6][CH:7]=[CH:8][CH2:9][PH:10](=[O:11])[O:12][CH2:20][CH3:21], predict the reactants needed to synthesize it. The reactants are: [CH3:1][O:2][C:3]1[CH:4]=[C:5]([CH:13]=[CH:14][C:15]=1[N+:16]([O-:18])=[O:17])[CH2:6][CH:7]=[CH:8][CH2:9][PH:10](=[O:12])[OH:11].I[CH2:20][CH3:21].C(=O)([O-])[O-].[K+].[K+]. (2) Given the product [CH3:14][N:15]1[C:6]([C:7]([F:10])([F:9])[F:8])=[C:5]([CH3:12])[C:4]([OH:3])=[N:16]1, predict the reactants needed to synthesize it. The reactants are: C([O:3][C:4](=O)[C:5]([CH3:12])=[C:6](N)[C:7]([F:10])([F:9])[F:8])C.[CH3:14][NH:15][NH2:16].